This data is from Kir2.1 potassium channel HTS with 301,493 compounds. The task is: Binary Classification. Given a drug SMILES string, predict its activity (active/inactive) in a high-throughput screening assay against a specified biological target. (1) The drug is O=C(Nc1cc(NC(=O)c2[nH]ncn2)ccc1)c1c(cccc1)C. The result is 0 (inactive). (2) The compound is S(CC(=O)N1CCC(CC1)C)c1n(c(nn1)CNc1ccc(F)cc1)Cc1occc1. The result is 0 (inactive). (3) The drug is S(CC(OCC(=O)Nc1c(cccc1C)C)=O)c1sc(nn1)N. The result is 0 (inactive). (4) The molecule is S(c1n(nc(c1COC(=O)CC)C(F)(F)F)C)c1ccc(F)cc1. The result is 1 (active). (5) The molecule is S(c1[nH]c2c(n1)ccc(OCC)c2)CC(=O)NC(OCC)=O. The result is 0 (inactive). (6) The molecule is Clc1c(c2n(\N=C\c3n(ccc3)C)c(=S)[nH]n2)ccc(Cl)c1. The result is 0 (inactive). (7) The compound is S(c1n(c(O)c(CC)c(=O)n1)CC=C)CC(=O)Nc1c(OC)cccc1. The result is 0 (inactive). (8) The compound is O(C(=O)Cc1nn(c(=O)c2c1cccc2)C)CC. The result is 0 (inactive). (9) The compound is s1c2c(n(c(=O)n(CCC(=O)N3CCCCC3)c2=O)CC(=O)NCc2ccc(OC)cc2)cc1. The result is 0 (inactive).